This data is from Forward reaction prediction with 1.9M reactions from USPTO patents (1976-2016). The task is: Predict the product of the given reaction. Given the reactants [OH:1][CH2:2][CH2:3][CH2:4][CH2:5][CH2:6][CH2:7][CH2:8][CH2:9][CH2:10][CH2:11][CH2:12][CH2:13][CH2:14][CH2:15][CH2:16][CH2:17][CH2:18][C:19]([O:21][CH3:22])=[O:20].N1C=CC=CC=1.[C:29]1([CH3:39])[CH:34]=[CH:33][C:32]([S:35](Cl)(=[O:37])=[O:36])=[CH:31][CH:30]=1, predict the reaction product. The product is: [S:35]([O:1][CH2:2][CH2:3][CH2:4][CH2:5][CH2:6][CH2:7][CH2:8][CH2:9][CH2:10][CH2:11][CH2:12][CH2:13][CH2:14][CH2:15][CH2:16][CH2:17][CH2:18][C:19]([O:21][CH3:22])=[O:20])([C:32]1[CH:33]=[CH:34][C:29]([CH3:39])=[CH:30][CH:31]=1)(=[O:37])=[O:36].